Dataset: Catalyst prediction with 721,799 reactions and 888 catalyst types from USPTO. Task: Predict which catalyst facilitates the given reaction. (1) Reactant: [CH2:1]([P:3]([CH2:6][CH2:7][OH:8])(=[O:5])[OH:4])[CH3:2].[O-]CCCC.[O-]CCCC.[O-]CCCC.[O-]CCCC.[Ti+4:29]. Product: [Ti+4:29].[CH2:1]([P:3]([CH2:6][CH2:7][OH:8])(=[O:4])[O-:5])[CH3:2].[CH2:1]([P:3]([CH2:6][CH2:7][OH:8])(=[O:4])[O-:5])[CH3:2].[CH2:1]([P:3]([CH2:6][CH2:7][OH:8])(=[O:4])[O-:5])[CH3:2].[CH2:1]([P:3]([CH2:6][CH2:7][OH:8])(=[O:4])[O-:5])[CH3:2]. The catalyst class is: 11. (2) Reactant: [OH-].[Na+].C([O:10][C:11]1[CH:47]=[CH:46][C:45]([O:48][CH:49]2[CH2:54][CH2:53][N:52]([C:55]([O:57][C:58]([CH3:61])([CH3:60])[CH3:59])=[O:56])[CH2:51][CH2:50]2)=[CH:44][C:12]=1[C:13]([NH:15][C:16]1[CH:37]=[C:36]([C:38]2[CH:43]=[CH:42][CH:41]=[CH:40][CH:39]=2)[CH:35]=[CH:34][C:17]=1[C:18]([O:20]C1CCN(C(OC(C)(C)C)=O)CC1)=[O:19])=[O:14])C1C=CC=CC=1. Product: [C:58]([O:57][C:55]([N:52]1[CH2:53][CH2:54][CH:49]([O:48][C:45]2[CH:46]=[CH:47][C:11]([OH:10])=[C:12]([CH:44]=2)[C:13]([NH:15][C:16]2[CH:37]=[C:36]([C:38]3[CH:39]=[CH:40][CH:41]=[CH:42][CH:43]=3)[CH:35]=[CH:34][C:17]=2[C:18]([OH:20])=[O:19])=[O:14])[CH2:50][CH2:51]1)=[O:56])([CH3:61])([CH3:59])[CH3:60]. The catalyst class is: 71.